This data is from NCI-60 drug combinations with 297,098 pairs across 59 cell lines. The task is: Regression. Given two drug SMILES strings and cell line genomic features, predict the synergy score measuring deviation from expected non-interaction effect. (1) Drug 1: C1=CN(C(=O)N=C1N)C2C(C(C(O2)CO)O)O.Cl. Drug 2: CS(=O)(=O)CCNCC1=CC=C(O1)C2=CC3=C(C=C2)N=CN=C3NC4=CC(=C(C=C4)OCC5=CC(=CC=C5)F)Cl. Cell line: UO-31. Synergy scores: CSS=28.1, Synergy_ZIP=-3.73, Synergy_Bliss=0.745, Synergy_Loewe=2.45, Synergy_HSA=4.50. (2) Drug 1: CC(C1=C(C=CC(=C1Cl)F)Cl)OC2=C(N=CC(=C2)C3=CN(N=C3)C4CCNCC4)N. Drug 2: CC1=C2C(C(=O)C3(C(CC4C(C3C(C(C2(C)C)(CC1OC(=O)C(C(C5=CC=CC=C5)NC(=O)OC(C)(C)C)O)O)OC(=O)C6=CC=CC=C6)(CO4)OC(=O)C)O)C)O. Cell line: NCI-H322M. Synergy scores: CSS=28.5, Synergy_ZIP=3.70, Synergy_Bliss=7.12, Synergy_Loewe=-23.2, Synergy_HSA=5.69.